Dataset: Forward reaction prediction with 1.9M reactions from USPTO patents (1976-2016). Task: Predict the product of the given reaction. The product is: [CH2:2]([O:3][C:4]([C:6]1[NH:7][C:8]2[C:13]([CH:14]=1)=[C:12]([O:15][C:26]1[CH:27]=[CH:28][CH:29]=[C:24]([Cl:23])[N:25]=1)[CH:11]=[CH:10][CH:9]=2)=[O:5])[CH3:1]. Given the reactants [CH3:1][CH2:2][O:3][C:4]([C:6]1[N:7](C(OC(C)(C)C)=O)[C:8]2[C:13]([CH:14]=1)=[C:12]([OH:15])[CH:11]=[CH:10][CH:9]=2)=[O:5].[Cl:23][C:24]1[CH:29]=[CH:28][CH:27]=[C:26](Cl)[N:25]=1.C(=O)([O-])[O-].[K+].[K+], predict the reaction product.